From a dataset of Reaction yield outcomes from USPTO patents with 853,638 reactions. Predict the reaction yield, written as a fraction of the theoretical maximum amount of product (1.0 means a 100% yield; for example, 0.34 means a 34% yield). (1) The reactants are [NH2:1][N:2]1[C:7]([CH3:8])=[CH:6][CH:5]=[CH:4][C:3]1=[NH2+:9].CC1C=C(C)C=C(C)C=1S([O-])(=O)=O.[Cl:23][CH2:24][C:25](OC)=O.C(=O)([O-])[O-].[K+].[K+]. The catalyst is CCO. The product is [Cl:23][CH2:24][C:25]1[N:9]=[C:3]2[CH:4]=[CH:5][CH:6]=[C:7]([CH3:8])[N:2]2[N:1]=1. The yield is 0.840. (2) The reactants are C(N(CC)C(C)C)(C)C.O[C@@H:11]1[CH2:15][CH2:14][O:13][C:12]1=[O:16].FC(F)(F)S(OS(C(F)(F)F)(=O)=O)(=O)=O.[Cl:32][C:33]1[C:41]([F:42])=[CH:40][CH:39]=[C:38]2[C:34]=1[CH2:35][CH2:36][NH:37]2. The catalyst is C(Cl)Cl. The product is [Cl:32][C:33]1[C:41]([F:42])=[CH:40][CH:39]=[C:38]2[C:34]=1[CH2:35][CH2:36][N:37]2[C@H:11]1[CH2:15][CH2:14][O:13][C:12]1=[O:16]. The yield is 0.900. (3) The product is [C:4]([O:8][C:9]([NH:11][CH2:12][CH2:13][C:14]([N:35]1[CH2:40][CH2:39][N:38]([CH2:41][CH2:42][CH2:43][C:44]([O:46][CH3:47])=[O:45])[CH2:37][CH2:36]1)=[O:27])=[O:10])([CH3:5])([CH3:6])[CH3:7]. The catalyst is ClCCl. The yield is 0.770. The reactants are N=C=N.[C:4]([O:8][C:9]([NH:11][CH2:12][CH2:13][CH2:14]C(O)=O)=[O:10])([CH3:7])([CH3:6])[CH3:5].C1C=CC2N([OH:27])N=NC=2C=1.C([N:35]1[CH2:40][CH2:39][N:38]([CH2:41][CH2:42][CH2:43][C:44]([O:46][CH3:47])=[O:45])[CH2:37][CH2:36]1)C1C=CC=CC=1.C(O)C(N)(CO)CO. (4) The yield is 0.870. The reactants are Cl[CH2:2][C:3]1[CH:8]=[CH:7][CH:6]=[CH:5][C:4]=1[CH2:9][C:10]([OH:12])=[O:11].[NH:13]1[CH2:18][CH2:17][O:16][CH2:15][CH2:14]1. The catalyst is C1COCC1.C(OCC)(=O)C. The product is [O:16]1[CH2:17][CH2:18][N:13]([CH2:2][C:3]2[CH:8]=[CH:7][CH:6]=[CH:5][C:4]=2[CH2:9][C:10]([OH:12])=[O:11])[CH2:14][CH2:15]1.